This data is from Peptide-MHC class I binding affinity with 185,985 pairs from IEDB/IMGT. The task is: Regression. Given a peptide amino acid sequence and an MHC pseudo amino acid sequence, predict their binding affinity value. This is MHC class I binding data. (1) The peptide sequence is MLYPRVWPY. The MHC is HLA-C15:02 with pseudo-sequence HLA-C15:02. The binding affinity (normalized) is 0.0847. (2) The peptide sequence is RLSLTALSA. The MHC is HLA-A02:06 with pseudo-sequence HLA-A02:06. The binding affinity (normalized) is 0.141. (3) The peptide sequence is RTFSFQLI. The binding affinity (normalized) is 0. The MHC is Mamu-B01 with pseudo-sequence Mamu-B01. (4) The peptide sequence is VRLVFNLVK. The MHC is Mamu-B03 with pseudo-sequence Mamu-B03. The binding affinity (normalized) is 0.354. (5) The peptide sequence is STMTLLCLI. The MHC is HLA-A68:02 with pseudo-sequence HLA-A68:02. The binding affinity (normalized) is 0.878. (6) The peptide sequence is YIAVNDKALY. The MHC is HLA-A30:02 with pseudo-sequence HLA-A30:02. The binding affinity (normalized) is 0.543. (7) The peptide sequence is YLEGLIHEV. The MHC is HLA-A02:01 with pseudo-sequence HLA-A02:01. The binding affinity (normalized) is 0.908. (8) The peptide sequence is SSFDYCSTNH. The MHC is HLA-A33:01 with pseudo-sequence HLA-A33:01. The binding affinity (normalized) is 0.107.